From a dataset of Forward reaction prediction with 1.9M reactions from USPTO patents (1976-2016). Predict the product of the given reaction. (1) The product is: [O:2]1[CH2:7][CH2:6][N:5]([CH2:8][CH2:9][O:10][C:11]2[CH:19]=[C:18]3[C:14]([C:15]([C:27]4[CH:28]=[C:29]([F:34])[CH:30]=[C:31]([F:33])[CH:32]=4)=[C:16]([C:21]4[CH:26]=[N:38][CH:24]=[N:23][CH:22]=4)[C:17]3=[O:20])=[CH:13][CH:12]=2)[CH2:4][CH2:3]1. Given the reactants Cl.[O:2]1[CH2:7][CH2:6][N:5]([CH2:8][CH2:9][O:10][C:11]2[CH:19]=[C:18]3[C:14]([C:15]([C:27]4[CH:32]=[C:31]([F:33])[CH:30]=[C:29]([F:34])[CH:28]=4)=[C:16]([C:21]4[CH:22]=[N:23][CH:24]=C[CH:26]=4)[C:17]3=[O:20])=[CH:13][CH:12]=2)[CH2:4][CH2:3]1.O1CC[N:38](CCOC2C=C3C(C(C4C=CC=CC=4)=C(Br)C3=O)=CC=2)CC1.N1C=C(B(O)O)C=NC=1, predict the reaction product. (2) Given the reactants [CH3:1][C:2]([C:6]1[CH:11]=[CH:10][CH:9]=[C:8]([C:12]#[C:13][Si](C)(C)C)[CH:7]=1)([CH3:5])[C:3]#[N:4].[OH2:18].[C:19]1(P(C2C=CC=CC=2)C2C=CC=CC=2)C=CC=CC=1, predict the reaction product. The product is: [CH3:1][C:2]([C:6]1[CH:7]=[C:8]2[C:9](=[CH:10][CH:11]=1)[C:19](=[O:18])[CH2:13][CH2:12]2)([CH3:5])[C:3]#[N:4]. (3) Given the reactants [Cl:1][C:2]1[CH:3]=[C:4]2[C:8](=[CH:9][CH:10]=1)[N:7](S(C1C=CC=CC=1)(=O)=O)[C:6]([C:20]([O:22]CC)=O)=[C:5]2[S:25]([N:28]1[CH2:33][CH2:32][O:31][C@H:30]([CH2:34][O:35][C:36]2[CH:41]=[CH:40][C:39]([C:42]3[CH:47]=[CH:46][N:45]=[C:44]([CH3:48])[CH:43]=3)=[CH:38][CH:37]=2)[CH2:29]1)(=[O:27])=[O:26].[NH3:49], predict the reaction product. The product is: [Cl:1][C:2]1[CH:3]=[C:4]2[C:8](=[CH:9][CH:10]=1)[NH:7][C:6]([C:20]([NH2:49])=[O:22])=[C:5]2[S:25]([N:28]1[CH2:33][CH2:32][O:31][C@H:30]([CH2:34][O:35][C:36]2[CH:41]=[CH:40][C:39]([C:42]3[CH:47]=[CH:46][N:45]=[C:44]([CH3:48])[CH:43]=3)=[CH:38][CH:37]=2)[CH2:29]1)(=[O:26])=[O:27]. (4) Given the reactants [CH3:1][N:2]1[C:6]([C:7]2[CH:12]=[CH:11][C:10]([NH:13][C:14]([C:16]3[O:17][C:18]4[CH:24]=[CH:23][CH:22]=[CH:21][C:19]=4[N:20]=3)=[O:15])=[CH:9][C:8]=2[N+:25]([O-])=O)=[CH:5][C:4]([C:28]([F:31])([F:30])[F:29])=[N:3]1.Cl, predict the reaction product. The product is: [NH2:25][C:8]1[CH:9]=[C:10]([NH:13][C:14]([C:16]2[O:17][C:18]3[CH:24]=[CH:23][CH:22]=[CH:21][C:19]=3[N:20]=2)=[O:15])[CH:11]=[CH:12][C:7]=1[C:6]1[N:2]([CH3:1])[N:3]=[C:4]([C:28]([F:31])([F:29])[F:30])[CH:5]=1. (5) Given the reactants C[N:2](C)/[C:3](=[N:5]/[C:6]([C:8]1[N:13]=[C:12]([NH:14][C:15]2[N:20]=[CH:19][C:18]3[N:21]=[C:22]([CH3:27])[N:23]([CH:24]([CH3:26])[CH3:25])[C:17]=3[CH:16]=2)[CH:11]=[CH:10][N:9]=1)=O)/[CH3:4].[NH2:29]N, predict the reaction product. The product is: [CH:24]([N:23]1[C:17]2[CH:16]=[C:15]([NH:14][C:12]3[CH:11]=[CH:10][N:9]=[C:8]([C:6]4[NH:29][N:2]=[C:3]([CH3:4])[N:5]=4)[N:13]=3)[N:20]=[CH:19][C:18]=2[N:21]=[C:22]1[CH3:27])([CH3:26])[CH3:25]. (6) The product is: [CH2:5]1[C:2]2[CH:9]=[CH:8][C:7]([C:15]([C:16]3[CH:21]=[CH:20][CH:19]=[CH:18][CH:17]=3)([C:23]3[CH:28]=[CH:27][CH:26]=[CH:25][CH:24]=3)[OH:22])=[CH:6][C:3]=2[CH2:4]1. Given the reactants Br[C:2]12[CH:9]=[CH:8][CH:7]=[CH:6][CH:3]1[CH2:4][CH2:5]2.C([Li])CCC.[C:15]([C:23]1[CH:28]=[CH:27][CH:26]=[CH:25][CH:24]=1)(=[O:22])[C:16]1[CH:21]=[CH:20][CH:19]=[CH:18][CH:17]=1, predict the reaction product. (7) Given the reactants [C:1]([O:5][C:6]([N:8]1[CH2:13][CH2:12][N:11]([CH2:14][C:15]2[CH:16]=[C:17]([CH:21]=[CH:22][CH:23]=2)[C:18](O)=[O:19])[CH2:10][CH2:9]1)=[O:7])([CH3:4])([CH3:3])[CH3:2].CN(C(ON1N=NC2C=CC=NC1=2)=[N+](C)C)C.F[P-](F)(F)(F)(F)F.[NH2:48][CH2:49][CH:50]([OH:62])[CH2:51][N:52]1[CH2:61][CH2:60][C:59]2[C:54](=[CH:55][CH:56]=[CH:57][CH:58]=2)[CH2:53]1.CCN(C(C)C)C(C)C, predict the reaction product. The product is: [CH2:53]1[C:54]2[C:59](=[CH:58][CH:57]=[CH:56][CH:55]=2)[CH2:60][CH2:61][N:52]1[CH2:51][CH:50]([OH:62])[CH2:49][NH:48][C:18]([C:17]1[CH:16]=[C:15]([CH:23]=[CH:22][CH:21]=1)[CH2:14][N:11]1[CH2:12][CH2:13][N:8]([C:6]([O:5][C:1]([CH3:3])([CH3:4])[CH3:2])=[O:7])[CH2:9][CH2:10]1)=[O:19].